This data is from Catalyst prediction with 721,799 reactions and 888 catalyst types from USPTO. The task is: Predict which catalyst facilitates the given reaction. (1) Reactant: [OH:1][CH2:2][C:3]1[N:7]([CH3:8])[N:6]=[C:5]([C:9]([O:11][CH3:12])=[O:10])[CH:4]=1.C(N(CC)CC)C.[CH3:20][S:21](Cl)(=[O:23])=[O:22]. Product: [CH3:8][N:7]1[C:3]([CH2:2][O:1][S:21]([CH3:20])(=[O:23])=[O:22])=[CH:4][C:5]([C:9]([O:11][CH3:12])=[O:10])=[N:6]1. The catalyst class is: 2. (2) Reactant: [CH3:1][N:2]([CH3:15])[C:3](=[O:14])[C@H:4]([CH3:13])[NH:5]C(OC(C)(C)C)=O.[ClH:16].CCOC(C)=O. Product: [ClH:16].[CH3:1][N:2]([CH3:15])[C:3](=[O:14])[C@H:4]([CH3:13])[NH2:5]. The catalyst class is: 25. (3) Reactant: Br.[NH2:2][C:3]1[C:12]([C:13]2[CH:18]=[CH:17][C:16]([F:19])=[CH:15][CH:14]=2)=[CH:11][C:10]([OH:20])=[C:9]2[C:4]=1[C:5](=[O:21])[NH:6][CH:7]=[N:8]2.CCN(C(C)C)C(C)C.[C:31](Cl)(=[O:38])[C:32]1[CH:37]=[CH:36][CH:35]=[CH:34][CH:33]=1. Product: [F:19][C:16]1[CH:15]=[CH:14][C:13]([C:12]2[C:3]([NH:2][C:31](=[O:38])[C:32]3[CH:37]=[CH:36][CH:35]=[CH:34][CH:33]=3)=[C:4]3[C:9](=[C:10]([OH:20])[CH:11]=2)[N:8]=[CH:7][NH:6][C:5]3=[O:21])=[CH:18][CH:17]=1. The catalyst class is: 9. (4) Reactant: [S:1]([O:11][NH2:12])([C:4]1[CH:10]=[CH:9][C:7]([CH3:8])=[CH:6][CH:5]=1)(=[O:3])=[O:2].[NH2:13][C:14]1[CH:19]=[C:18]([NH:20][CH2:21][CH3:22])[CH:17]=[CH:16][N:15]=1. Product: [S:1]([C:4]1[CH:10]=[CH:9][C:7]([CH3:8])=[CH:6][CH:5]=1)([OH:11])(=[O:3])=[O:2].[CH2:21]([NH:20][C:18]1[CH:17]=[CH:16][N:15]([NH2:12])[C:14](=[NH:13])[CH:19]=1)[CH3:22]. The catalyst class is: 4. (5) Reactant: [Br:1][C:2]1[CH:7]=[CH:6][C:5]([OH:8])=[C:4]([N+:9]([O-:11])=[O:10])[CH:3]=1.[CH2:12](Br)[C:13]1[CH:18]=[CH:17][CH:16]=[CH:15][CH:14]=1.C([O-])([O-])=O.[K+].[K+]. Product: [CH2:12]([O:8][C:5]1[CH:6]=[CH:7][C:2]([Br:1])=[CH:3][C:4]=1[N+:9]([O-:11])=[O:10])[C:13]1[CH:18]=[CH:17][CH:16]=[CH:15][CH:14]=1. The catalyst class is: 21. (6) Reactant: Br[C:2]1[CH:3]=[C:4]([CH:27]=[CH:28][CH:29]=1)[CH2:5][O:6][C:7]1[CH:8]=[C:9]([C:13]2[N:14]=[C:15]([CH:23]3[CH2:26][CH2:25][CH2:24]3)[N:16]3[CH:21]=[CH:20][N:19]=[C:18]([NH2:22])[C:17]=23)[CH:10]=[CH:11][CH:12]=1.C(=O)([O-])[O-].[K+].[K+].[C:36]([NH2:39])(=[O:38])[CH3:37].CNCCNC. Product: [NH2:22][C:18]1[C:17]2[N:16]([C:15]([CH:23]3[CH2:26][CH2:25][CH2:24]3)=[N:14][C:13]=2[C:9]2[CH:8]=[C:7]([CH:12]=[CH:11][CH:10]=2)[O:6][CH2:5][C:4]2[CH:3]=[C:2]([NH:39][C:36](=[O:38])[CH3:37])[CH:29]=[CH:28][CH:27]=2)[CH:21]=[CH:20][N:19]=1. The catalyst class is: 185. (7) Reactant: Cl.[Cl-].C1([P+](C2C=CC=CC=2)(C2C=CC=CC=2)[CH2:10][C:11]2[CH:16]=[CH:15][CH:14]=[CH:13][N:12]=2)C=CC=CC=1.C([Li])CCC.[Br:34][C:35]1[CH:36]=[C:37]2[C:42](=[CH:43][CH:44]=1)[NH:41][C:40](=[O:45])[C:39]([C:46]1[S:47][CH:48]=[CH:49][CH:50]=1)=[C:38]2[CH:51]=O. Product: [Br:34][C:35]1[CH:36]=[C:37]2[C:42](=[CH:43][CH:44]=1)[NH:41][C:40](=[O:45])[C:39]([C:46]1[S:47][CH:48]=[CH:49][CH:50]=1)=[C:38]2/[CH:51]=[CH:10]/[C:11]1[CH:16]=[CH:15][CH:14]=[CH:13][N:12]=1. The catalyst class is: 7. (8) The catalyst class is: 4. Reactant: [CH:1]([C:4]1[S:5][CH:6]=[C:7]([C:9]([N:11]2[CH2:16][C:15]3([CH2:21][CH2:20][N:19](C(OC(C)(C)C)=O)[CH2:18][CH2:17]3)[O:14][CH2:13][CH2:12]2)=[O:10])[N:8]=1)([CH3:3])[CH3:2].C1(C)C=CC=CC=1.[F:36][C:37]([F:42])([F:41])[C:38]([OH:40])=[O:39]. Product: [F:36][C:37]([F:42])([F:41])[C:38]([OH:40])=[O:39].[CH:1]([C:4]1[S:5][CH:6]=[C:7]([C:9]([N:11]2[CH2:16][C:15]3([CH2:17][CH2:18][NH:19][CH2:20][CH2:21]3)[O:14][CH2:13][CH2:12]2)=[O:10])[N:8]=1)([CH3:3])[CH3:2]. (9) Reactant: [Br:1][C:2]1[CH:11]=[C:10]2[C:5]([C:6]([CH3:20])([CH3:19])[CH2:7][CH2:8][C:9]32[C:15](=[O:16])[N:14]([CH3:17])[C:13](=O)[NH:12]3)=[CH:4][CH:3]=1.COC1C=CC(P2(SP(C3C=CC(OC)=CC=3)(=S)S2)=[S:30])=CC=1. Product: [Br:1][C:2]1[CH:11]=[C:10]2[C:5]([C:6]([CH3:20])([CH3:19])[CH2:7][CH2:8][C:9]32[C:15](=[O:16])[N:14]([CH3:17])[C:13](=[S:30])[NH:12]3)=[CH:4][CH:3]=1. The catalyst class is: 133. (10) Product: [CH3:11][CH:10]([C:8]1[N:7]([CH2:13][C:14]2[C:23]3[C:18](=[CH:19][CH:20]=[CH:21][CH:22]=3)[CH:17]=[CH:16][CH:15]=2)[C:6]2[CH:24]=[C:2]([N:28]3[CH2:33][CH2:32][O:31][CH2:30][CH2:29]3)[CH:3]=[C:4]([N+:25]([O-:27])=[O:26])[C:5]=2[N:9]=1)[CH3:12]. Reactant: Br[C:2]1[CH:3]=[C:4]([N+:25]([O-:27])=[O:26])[C:5]2[N:9]=[C:8]([CH:10]([CH3:12])[CH3:11])[N:7]([CH2:13][C:14]3[C:23]4[C:18](=[CH:19][CH:20]=[CH:21][CH:22]=4)[CH:17]=[CH:16][CH:15]=3)[C:6]=2[CH:24]=1.[NH:28]1[CH2:33][CH2:32][O:31][CH2:30][CH2:29]1.C([O-])([O-])=O.[Cs+].[Cs+].CC(C1C=C(C(C)C)C(C2C=CC=CC=2P(C2CCCCC2)C2CCCCC2)=C(C(C)C)C=1)C. The catalyst class is: 62.